From a dataset of Catalyst prediction with 721,799 reactions and 888 catalyst types from USPTO. Predict which catalyst facilitates the given reaction. (1) Reactant: [C:1]([C:5]1[CH:6]=[C:7]([NH:20][C:21]([NH:23][C@@H:24]2[C:33]3[C:28](=[CH:29][CH:30]=[CH:31][CH:32]=3)[C@H:27]([O:34][C:35]3[CH:36]=[CH:37][C:38]4[N:39]([C:41]([CH:44]([CH3:46])[CH3:45])=[N:42][N:43]=4)[CH:40]=3)[CH2:26][CH2:25]2)=[O:22])[N:8]([CH2:10][CH2:11][O:12][Si](C(C)(C)C)(C)C)[N:9]=1)([CH3:4])([CH3:3])[CH3:2].CCCC[N+](CCCC)(CCCC)CCCC.[F-]. Product: [C:1]([C:5]1[CH:6]=[C:7]([NH:20][C:21]([NH:23][C@@H:24]2[C:33]3[C:28](=[CH:29][CH:30]=[CH:31][CH:32]=3)[C@H:27]([O:34][C:35]3[CH:36]=[CH:37][C:38]4[N:39]([C:41]([CH:44]([CH3:46])[CH3:45])=[N:42][N:43]=4)[CH:40]=3)[CH2:26][CH2:25]2)=[O:22])[N:8]([CH2:10][CH2:11][OH:12])[N:9]=1)([CH3:4])([CH3:3])[CH3:2]. The catalyst class is: 569. (2) Reactant: [CH2:1]([C:3]1[CH:9]=[CH:8][CH:7]=[CH:6][C:4]=1[NH2:5])[CH3:2].C([O-])(=O)C.[Na+].[I:15]Cl. Product: [CH2:1]([C:3]1[CH:9]=[C:8]([I:15])[CH:7]=[CH:6][C:4]=1[NH2:5])[CH3:2]. The catalyst class is: 15. (3) Reactant: C([NH:9][C:10]([NH:12][C:13]1[C:18]([O:19][C:20]2[CH:25]=[CH:24][CH:23]=[CH:22][CH:21]=2)=[CH:17][C:16]([Br:26])=[CH:15][N:14]=1)=[S:11])(=O)C1C=CC=CC=1.C1COCC1.[OH-].[Na+]. Product: [Br:26][C:16]1[CH:17]=[C:18]([O:19][C:20]2[CH:21]=[CH:22][CH:23]=[CH:24][CH:25]=2)[C:13]([NH:12][C:10]([NH2:9])=[S:11])=[N:14][CH:15]=1. The catalyst class is: 6. (4) Reactant: [Cl:1][C:2]1[C:10]2[N:9]=[C:8]([NH:11][C:12]3[C:13]([C:20]([F:23])([F:22])[F:21])=[N:14][C:15]([O:18][CH3:19])=[CH:16][CH:17]=3)[N:7]([CH2:24][CH2:25][CH2:26]O)[C:6]=2[C:5]([C:28]([O:30][CH3:31])=[O:29])=[CH:4][CH:3]=1.C(N(CC)CC)C.CS(Cl)(=O)=O.C(=O)([O-])O.[Na+]. Product: [Cl:1][C:2]1[CH:3]=[CH:4][C:5]([C:28]([O:30][CH3:31])=[O:29])=[C:6]2[C:10]=1[N:9]=[C:8]1[N:11]([C:12]3[C:13]([C:20]([F:22])([F:21])[F:23])=[N:14][C:15]([O:18][CH3:19])=[CH:16][CH:17]=3)[CH2:26][CH2:25][CH2:24][N:7]21. The catalyst class is: 7.